From a dataset of Experimental lipophilicity measurements (octanol/water distribution) for 4,200 compounds from AstraZeneca. Regression/Classification. Given a drug SMILES string, predict its absorption, distribution, metabolism, or excretion properties. Task type varies by dataset: regression for continuous measurements (e.g., permeability, clearance, half-life) or binary classification for categorical outcomes (e.g., BBB penetration, CYP inhibition). For this dataset (lipophilicity_astrazeneca), we predict Y. (1) The molecule is Cc1ccc(CO)cc1N(C)c1ccnc(Nc2cc(N3CCOCC3)cc(N3CCN(C)CC3)c2)n1. The Y is 2.61 logD. (2) The compound is CN(C)CCCN(C)S(=O)(=O)c1ccc(Nc2nccc(-c3cnc4ccccn34)n2)cc1. The Y is 2.16 logD. (3) The compound is Cc1c(Sc2ccc(Cl)cc2)c2cc(S(C)(=O)=O)ccc2n1CC(=O)O. The Y is 0.540 logD. (4) The molecule is Nc1nnc(Cc2ccc(Cl)cc2)s1. The Y is 2.34 logD. (5) The compound is C[C@H](CO)Nc1nc(SCc2cccc(F)c2F)nc2[nH]c(=O)ccc12. The Y is 3.36 logD.